Dataset: Reaction yield outcomes from USPTO patents with 853,638 reactions. Task: Predict the reaction yield, written as a fraction of the theoretical maximum amount of product (1.0 means a 100% yield; for example, 0.34 means a 34% yield). The reactants are Br[C:2]1[CH:3]=[C:4]([OH:12])[CH:5]=[C:6]([C:8]([CH3:11])([CH3:10])[CH3:9])[CH:7]=1.[CH3:13][C:14]1([CH3:30])[C:18]([CH3:20])([CH3:19])[O:17][B:16]([B:16]2[O:17][C:18]([CH3:20])([CH3:19])[C:14]([CH3:30])([CH3:13])[O:15]2)[O:15]1.C([O-])(=O)C.[K+]. The catalyst is O1CCOCC1.C1(P(C2C=CC=CC=2)[C-]2C=CC=C2)C=CC=CC=1.[C-]1(P(C2C=CC=CC=2)C2C=CC=CC=2)C=CC=C1.[Fe+2]. The product is [C:8]([C:6]1[CH:5]=[C:4]([OH:12])[CH:3]=[C:2]([B:16]2[O:17][C:18]([CH3:20])([CH3:19])[C:14]([CH3:30])([CH3:13])[O:15]2)[CH:7]=1)([CH3:11])([CH3:10])[CH3:9]. The yield is 0.820.